From a dataset of hERG potassium channel inhibition data for cardiac toxicity prediction from Karim et al.. Regression/Classification. Given a drug SMILES string, predict its toxicity properties. Task type varies by dataset: regression for continuous values (e.g., LD50, hERG inhibition percentage) or binary classification for toxic/non-toxic outcomes (e.g., AMES mutagenicity, cardiotoxicity, hepatotoxicity). Dataset: herg_karim. (1) The drug is CCOC(=O)C1=C(CN2CCOC[C@H]2C(=O)O)NC(c2nccs2)=N[C@H]1c1ccc(F)cc1Br. The result is 0 (non-blocker). (2) The drug is CC(C)(O)CC(=O)NCCn1ccc2ncnc(Nc3ccc(Oc4cccc(C(F)(F)F)c4)c(Cl)c3)c21. The result is 0 (non-blocker). (3) The molecule is CC(NC(=O)C1(N)CCCN(c2ncnc3[nH]ccc23)C1)c1ccc(S(C)(=O)=O)cc1. The result is 0 (non-blocker). (4) The molecule is CS(=O)(=O)c1ccc(-c2noc([C@@H](CC3CC3)[C@H](N)C(F)=C3CCCC3)n2)c(Cl)c1.O=C(O)C(F)(F)F. The result is 1 (blocker). (5) The compound is c1ccc2c3c([nH]c2c1)C(C1CCOCC1)NC(c1nc(C2CCCCC2)c[nH]1)C3. The result is 1 (blocker). (6) The drug is CNC(=O)c1c(NCC2CCC3(CCC3)CC2)nc(C#N)nc1OCC1CCNCC1. The result is 1 (blocker). (7) The drug is CC(C)S(=O)(=O)NCCCN1CC2CN(CCCOc3ccc(C#N)cc3)CC(C1)O2. The result is 0 (non-blocker). (8) The result is 1 (blocker). The drug is O=C(NCC1CCN(CCCCCC(c2ccc(F)cc2)c2ccc(F)cc2)C1)c1cc(C(F)(F)F)cc(C(F)(F)F)c1. (9) The compound is CC(=O)N1N=C(c2cc(F)ccc2F)CC1c1cccc(O)c1. The result is 0 (non-blocker). (10) The compound is CN(C)CCC1=C(Cc2cnccn2)c2ccccc2C1. The result is 1 (blocker).